Predict the reactants needed to synthesize the given product. From a dataset of Full USPTO retrosynthesis dataset with 1.9M reactions from patents (1976-2016). (1) Given the product [NH2:21][CH2:20][CH2:19][CH2:18][CH2:17][NH:1][C@H:2]([CH2:14][OH:15])[C@@H:3]([C:5]1[CH:6]=[CH:7][C:8]([N+:11]([O-:13])=[O:12])=[CH:9][CH:10]=1)[OH:4], predict the reactants needed to synthesize it. The reactants are: [NH2:1][C@@H:2]([CH2:14][OH:15])[C@H:3]([C:5]1[CH:10]=[CH:9][C:8]([N+:11]([O-:13])=[O:12])=[CH:7][CH:6]=1)[OH:4].Br[CH2:17][CH2:18][CH2:19][CH2:20][N:21]1C(=O)C2=CC=CC=C2C1=O. (2) Given the product [CH:10]1([C:13]2[NH:8][C:4]3=[N:5][CH:6]=[CH:7][C:2]([CH3:1])=[C:3]3[N:9]=2)[CH2:12][CH2:11]1, predict the reactants needed to synthesize it. The reactants are: [CH3:1][C:2]1[CH:7]=[CH:6][N:5]=[C:4]([NH2:8])[C:3]=1[NH2:9].[CH:10]1([C:13](O)=O)[CH2:12][CH2:11]1.O=P(Cl)(Cl)Cl. (3) Given the product [CH3:11][N:8]1[C:9]2[C:5](=[CH:4][CH:3]=[C:2]([C:20]3[CH:19]=[N:18][C:17]([N:8]4[CH2:9][CH2:5][CH2:6][CH2:7]4)=[N:22][CH:21]=3)[CH:10]=2)[C:6]([CH3:14])([CH3:13])[C:7]1=[O:12], predict the reactants needed to synthesize it. The reactants are: Br[C:2]1[CH:10]=[C:9]2[C:5]([C:6]([CH3:14])([CH3:13])[C:7](=[O:12])[N:8]2[CH3:11])=[CH:4][CH:3]=1.CS[C:17]1[N:22]=[CH:21][C:20](B(O)O)=[CH:19][N:18]=1.C([O-])([O-])=O.[Na+].[Na+]. (4) Given the product [F:12][C:13]1[CH:18]=[CH:17][C:16]([C:2]2[C:10]([C:27]3[CH:28]=[CH:29][C:24]([S:23][CH3:22])=[CH:25][CH:26]=3)=[CH:9][C:5]3[O:6][CH2:7][O:8][C:4]=3[CH:3]=2)=[CH:15][CH:14]=1, predict the reactants needed to synthesize it. The reactants are: Br[C:2]1[C:10](Br)=[CH:9][C:5]2[O:6][CH2:7][O:8][C:4]=2[CH:3]=1.[F:12][C:13]1[CH:18]=[CH:17][C:16](B(O)O)=[CH:15][CH:14]=1.[CH3:22][S:23][C:24]1[CH:29]=[CH:28][C:27](B(O)O)=[CH:26][CH:25]=1. (5) Given the product [OH:34][CH2:33][CH2:32][N:30]1[CH:31]=[C:27]([NH:26][C:23]([C:20]2[CH:21]=[CH:22][C:15]3[O:14][CH2:13][CH2:12][C:11]4[N:17]([N:18]=[C:9]([C:8]5[N:4]([CH:1]([CH3:2])[CH3:3])[N:5]=[CH:6][N:7]=5)[CH:10]=4)[C:16]=3[CH:19]=2)=[O:25])[CH:28]=[N:29]1, predict the reactants needed to synthesize it. The reactants are: [CH:1]([N:4]1[C:8]([C:9]2[CH:10]=[C:11]3[N:17]([N:18]=2)[C:16]2[CH:19]=[C:20]([C:23]([OH:25])=O)[CH:21]=[CH:22][C:15]=2[O:14][CH2:13][CH2:12]3)=[N:7][CH:6]=[N:5]1)([CH3:3])[CH3:2].[NH2:26][C:27]1[CH:28]=[N:29][N:30]([CH2:32][CH2:33][OH:34])[CH:31]=1. (6) Given the product [O:27]1[C:31]2[CH:32]=[CH:33][C:34]([C:36]([NH:39][C:15]([NH:14][C:11]3[CH:12]=[CH:13][C:8]([C:6]4[CH:5]=[CH:4][N:3]=[C:2]([CH3:1])[CH:7]=4)=[CH:9][CH:10]=3)=[O:16])([CH3:37])[CH3:38])=[CH:35][C:30]=2[CH:29]=[CH:28]1, predict the reactants needed to synthesize it. The reactants are: [CH3:1][C:2]1[CH:7]=[C:6]([C:8]2[CH:13]=[CH:12][C:11]([NH2:14])=[CH:10][CH:9]=2)[CH:5]=[CH:4][N:3]=1.[C:15](N1C=CN=C1)(N1C=CN=C1)=[O:16].[O:27]1[C:31]2[CH:32]=[CH:33][C:34]([C:36]([NH2:39])([CH3:38])[CH3:37])=[CH:35][C:30]=2[CH:29]=[CH:28]1.C(N(CC)CC)C. (7) Given the product [Br:18][C:15]1[CH:14]=[CH:13][C:12]([OH:11])=[C:17]2[C:16]=1[CH2:14][CH2:13][C:12]2=[O:11], predict the reactants needed to synthesize it. The reactants are: [Cl-].[Cl-].[Cl-].[Al+3].[Cl-].[Na+].C([O:11][C:12]1[CH:17]=[CH:16][C:15]([Br:18])=[CH:14][CH:13]=1)(=O)C=C. (8) Given the product [NH2:1][CH2:4][CH2:5][N:6]1[C:10]2[CH:11]=[CH:12][C:13]([C:15]([N:17]3[CH:26]4[CH:21]([CH2:22][CH2:23][CH2:24][CH2:25]4)[CH2:20][CH2:19][CH2:18]3)=[O:16])=[CH:14][C:9]=2[N:8]=[CH:7]1, predict the reactants needed to synthesize it. The reactants are: [N:1]([CH2:4][CH2:5][N:6]1[C:10]2[CH:11]=[CH:12][C:13]([C:15]([N:17]3[CH:26]4[CH:21]([CH2:22][CH2:23][CH2:24][CH2:25]4)[CH2:20][CH2:19][CH2:18]3)=[O:16])=[CH:14][C:9]=2[N:8]=[CH:7]1)=[N+]=[N-]. (9) Given the product [Br:1][C:2]1[C:10]2[C:5](=[CH:6][CH:7]=[C:8]([CH:11]3[C:15]([C:16]#[N:17])=[C:14]([CH3:18])[NH:13][C:30]4[CH2:29][O:28][C:26](=[O:27])[C:25]3=4)[CH:9]=2)[NH:4][N:3]=1, predict the reactants needed to synthesize it. The reactants are: [Br:1][C:2]1[C:10]2[C:5](=[CH:6][CH:7]=[C:8]([CH:11]=O)[CH:9]=2)[NH:4][N:3]=1.[NH2:13][C:14]([CH3:18])=[CH:15][C:16]#[N:17].[C:26]([O:28][CH2:29][C:30](=O)[CH2:25][C:26]([O:28][CH2:29][CH3:30])=[O:27])(=[O:27])[CH3:25].Cl. (10) Given the product [C:28]([O:27][C:26]([N:4]1[C:5]2[C:10](=[CH:9][C:8]([C:11]#[N:12])=[CH:7][CH:6]=2)[C:2]([CH3:1])=[C:3]1[C:13]1[CH:14]=[N:15][CH:16]=[CH:17][CH:18]=1)=[O:32])([CH3:31])([CH3:30])[CH3:29], predict the reactants needed to synthesize it. The reactants are: [CH3:1][C:2]1[C:10]2[C:5](=[CH:6][CH:7]=[C:8]([C:11]#[N:12])[CH:9]=2)[NH:4][C:3]=1[C:13]1[CH:14]=[N:15][CH:16]=[CH:17][CH:18]=1.C(N(CC)CC)C.[C:26](=O)([O:32]C(C)(C)C)[O:27][C:28]([CH3:31])([CH3:30])[CH3:29].